From a dataset of HIV replication inhibition screening data with 41,000+ compounds from the AIDS Antiviral Screen. Binary Classification. Given a drug SMILES string, predict its activity (active/inactive) in a high-throughput screening assay against a specified biological target. (1) The molecule is CCNC(=O)CNC(=O)C(Cc1ccc([N+](=O)[O-])cc1)NC(=O)OC(C)(C)C. The result is 1 (active). (2) The molecule is C(=CC1CCCOC1)CCc1ccccc1. The result is 0 (inactive). (3) The molecule is [I-][Pd-2]([I-])([PH](N1CC1)(N1CC1)N1CC1)[PH](N1CC1)(N1CC1)N1CC1. The result is 0 (inactive). (4) The molecule is COC(C(=O)O[Ge](C)(C)C)c1ccccc1. The result is 0 (inactive). (5) The drug is COC(=O)C1(Cc2ccccc2)Cc2cc3c(cc2C1=O)CCC3. The result is 0 (inactive). (6) The drug is Cn1c(=O)[nH]c2c(c1=O)Cc1ccccc1S2(=O)=O. The result is 0 (inactive). (7) The molecule is O=C(C=Cc1cccc(F)c1)c1ccccc1. The result is 0 (inactive). (8) The compound is CCOC(=O)C(=CN1CCNC1=S)C(=O)OCC. The result is 0 (inactive).